Dataset: Catalyst prediction with 721,799 reactions and 888 catalyst types from USPTO. Task: Predict which catalyst facilitates the given reaction. (1) Reactant: [CH3:1][N:2]([C:6]1[CH:11]=[CH:10][CH:9]=[CH:8][CH:7]=1)[CH2:3][CH2:4][OH:5].[OH-].[K+].[CH2:14](Br)[CH3:15]. Product: [CH2:14]([O:5][CH2:4][CH2:3][N:2]([CH3:1])[C:6]1[CH:11]=[CH:10][CH:9]=[CH:8][CH:7]=1)[CH3:15]. The catalyst class is: 58. (2) Reactant: [Br:1][CH:2]([CH2:6][CH2:7][Br:8])[C:3](Cl)=[O:4].C(N(CC)CC)C.[CH3:16][O:17][C:18]1[CH:25]=[CH:24][C:21]([CH2:22][NH2:23])=[CH:20][CH:19]=1.C(O)(=O)CC(CC(O)=O)(C(O)=O)O. Product: [Br:1][CH:2]([CH2:6][CH2:7][Br:8])[C:3]([NH:23][CH2:22][C:21]1[CH:24]=[CH:25][C:18]([O:17][CH3:16])=[CH:19][CH:20]=1)=[O:4]. The catalyst class is: 46. (3) Reactant: [O:1]1[CH2:6][CH2:5][N:4]([CH2:7][C:8]2[CH:13]=[CH:12][C:11]([C:14]3[CH:19]=[CH:18][C:17]([CH2:20][CH2:21][C:22]([C:24]4[O:25][C:26]([C:29]5[N:34]=[C:33]([C:35]([O:37]C)=[O:36])[CH:32]=[CH:31][CH:30]=5)=[CH:27][N:28]=4)=[O:23])=[CH:16][CH:15]=3)=[CH:10][CH:9]=2)[CH2:3][CH2:2]1.[Li+].[OH-].Cl. Product: [O:1]1[CH2:2][CH2:3][N:4]([CH2:7][C:8]2[CH:9]=[CH:10][C:11]([C:14]3[CH:15]=[CH:16][C:17]([CH2:20][CH2:21][C:22]([C:24]4[O:25][C:26]([C:29]5[N:34]=[C:33]([C:35]([OH:37])=[O:36])[CH:32]=[CH:31][CH:30]=5)=[CH:27][N:28]=4)=[O:23])=[CH:18][CH:19]=3)=[CH:12][CH:13]=2)[CH2:5][CH2:6]1. The catalyst class is: 569. (4) Reactant: [C:1]([C:3]1[CH:8]=[CH:7][C:6]([C:9](=O)/[CH:10]=[C:11](\O)/[C:12]([O:14][CH2:15][CH3:16])=[O:13])=[CH:5][CH:4]=1)#[N:2].[CH3:19][NH:20][NH2:21]. Product: [C:1]([C:3]1[CH:8]=[CH:7][C:6]([C:9]2[CH:10]=[C:11]([C:12]([O:14][CH2:15][CH3:16])=[O:13])[N:20]([CH3:19])[N:21]=2)=[CH:5][CH:4]=1)#[N:2]. The catalyst class is: 8. (5) Reactant: [Li+].CC([N-]C(C)C)C.[F:9][C:10]1[CH:15]=[CH:14][C:13]([S:16][CH2:17][CH2:18][C:19](=[O:21])[CH3:20])=[CH:12][CH:11]=1.[Si:22](Cl)([CH3:25])([CH3:24])[CH3:23]. Product: [F:9][C:10]1[CH:11]=[CH:12][C:13]([S:16][CH2:17][CH2:18][C:19]([O:21][Si:22]([CH3:25])([CH3:24])[CH3:23])=[CH2:20])=[CH:14][CH:15]=1. The catalyst class is: 773.